The task is: Predict the reactants needed to synthesize the given product.. This data is from Full USPTO retrosynthesis dataset with 1.9M reactions from patents (1976-2016). (1) Given the product [Cl:32][C:21]1[CH:20]=[CH:19][C:18]([C:17]2[C:12]([C@@H:2]([NH:1][C:47](=[O:48])[CH2:46][N:44]3[C:43]4[C:50]([F:54])([F:55])[C@@H:51]5[CH2:53][C@@H:52]5[C:42]=4[C:41]([CH:40]([F:56])[F:39])=[N:45]3)[CH2:3][C:4]3[CH:5]=[C:6]([F:11])[CH:7]=[C:8]([F:10])[CH:9]=3)=[N:13][C:14]([C:33]#[C:34][C:35]([OH:38])([CH3:36])[CH3:37])=[CH:15][CH:16]=2)=[C:26]2[C:22]=1[C:23]([NH:28][S:29]([CH3:31])(=[O:64])=[O:30])=[N:24][N:25]2[CH3:27], predict the reactants needed to synthesize it. The reactants are: [NH2:1][C@H:2]([C:12]1[C:17]([C:18]2[CH:19]=[CH:20][C:21]([Cl:32])=[C:22]3[C:26]=2[N:25]([CH3:27])[N:24]=[C:23]3[NH:28][S:29]([CH3:31])=[O:30])=[CH:16][CH:15]=[C:14]([C:33]#[C:34][C:35]([OH:38])([CH3:37])[CH3:36])[N:13]=1)[CH2:3][C:4]1[CH:9]=[C:8]([F:10])[CH:7]=[C:6]([F:11])[CH:5]=1.[F:39][CH:40]([F:56])[C:41]1[C:42]2[C@H:52]3[CH2:53][C@H:51]3[C:50]([F:55])([F:54])[C:43]=2[N:44]([CH2:46][C:47](O)=[O:48])[N:45]=1.CN(C([O:64]N1N=NC2C=CC=NC1=2)=[N+](C)C)C.F[P-](F)(F)(F)(F)F.C(N(C(C)C)CC)(C)C. (2) Given the product [CH3:12][S:13][C:14]1[CH:20]=[CH:19][C:17]([NH:18][C:2]2[CH:7]=[CH:6][CH:5]=[CH:4][C:3]=2[CH2:8][C:9]([OH:11])=[O:10])=[CH:16][CH:15]=1, predict the reactants needed to synthesize it. The reactants are: Br[C:2]1[CH:7]=[CH:6][CH:5]=[CH:4][C:3]=1[CH2:8][C:9]([OH:11])=[O:10].[CH3:12][S:13][C:14]1[CH:20]=[CH:19][C:17]([NH2:18])=[CH:16][CH:15]=1. (3) Given the product [F:27][C:13]([F:12])([F:26])[C:14]1[CH:19]=[CH:18][N:17]=[C:16]([C:20]2[N:24]([C:32]([N:31]([CH2:35][CH:36]=[CH2:37])[CH2:28][CH:29]=[CH2:30])=[O:33])[C:23](=[O:25])[O:22][N:21]=2)[CH:15]=1, predict the reactants needed to synthesize it. The reactants are: N12CCCN=C1CCCCC2.[F:12][C:13]([F:27])([F:26])[C:14]1[CH:19]=[CH:18][N:17]=[C:16]([C:20]2[NH:21][O:22][C:23](=[O:25])[N:24]=2)[CH:15]=1.[CH2:28]([N:31]([CH2:35][CH:36]=[CH2:37])[C:32](Cl)=[O:33])[CH:29]=[CH2:30]. (4) The reactants are: C(=O)([O:7][C:8]1[CH:25]=[CH:24][C:11]2[N:12]([CH2:21][O:22][CH3:23])[C:13](=[O:20])[C:14]3[CH:15]=[CH:16][CH:17]=[N:18][C:19]=3[C:10]=2[CH:9]=1)OC(C)(C)C.O1CCOCC1.Cl. Given the product [OH:7][C:8]1[CH:25]=[CH:24][C:11]2[N:12]([CH2:21][O:22][CH3:23])[C:13](=[O:20])[C:14]3[CH:15]=[CH:16][CH:17]=[N:18][C:19]=3[C:10]=2[CH:9]=1, predict the reactants needed to synthesize it. (5) Given the product [CH2:31]([O:30][C:28]([N:17]1[C:18]2[C:23](=[CH:22][C:21]([C:24]([F:25])([F:26])[F:27])=[CH:20][CH:19]=2)[N:14]([CH:13]([C:5]2[CH:6]=[C:7]([C:9]([F:12])([F:11])[F:10])[CH:8]=[C:3]([C:2]([F:1])([F:40])[F:41])[CH:4]=2)[C:35]2[N:36]=[N:37][N:38]([CH2:64][CH2:65][OH:66])[N:39]=2)[CH2:15][CH:16]1[CH2:33][CH3:34])=[O:29])[CH3:32], predict the reactants needed to synthesize it. The reactants are: [F:1][C:2]([F:41])([F:40])[C:3]1[CH:4]=[C:5]([CH:13]([C:35]2[N:36]=[N:37][NH:38][N:39]=2)[N:14]2[C:23]3[C:18](=[CH:19][CH:20]=[C:21]([C:24]([F:27])([F:26])[F:25])[CH:22]=3)[N:17]([C:28]([O:30][CH2:31][CH3:32])=[O:29])[CH:16]([CH2:33][CH3:34])[CH2:15]2)[CH:6]=[C:7]([C:9]([F:12])([F:11])[F:10])[CH:8]=1.C(C1CNC2C(=CC=CC=2)N1)C.CCN(C(C)C)C(C)C.Br[CH2:64][C:65](OC)=[O:66].